From a dataset of NCI-60 drug combinations with 297,098 pairs across 59 cell lines. Regression. Given two drug SMILES strings and cell line genomic features, predict the synergy score measuring deviation from expected non-interaction effect. Drug 1: CC12CCC3C(C1CCC2=O)CC(=C)C4=CC(=O)C=CC34C. Drug 2: C1C(C(OC1N2C=NC3=C(N=C(N=C32)Cl)N)CO)O. Cell line: HS 578T. Synergy scores: CSS=42.1, Synergy_ZIP=1.77, Synergy_Bliss=-0.279, Synergy_Loewe=-1.47, Synergy_HSA=-1.90.